From a dataset of M1 muscarinic receptor antagonist screen with 61,756 compounds. Binary Classification. Given a drug SMILES string, predict its activity (active/inactive) in a high-throughput screening assay against a specified biological target. (1) The drug is s1c(NC(NC(=O)C)(C(F)(F)F)C(OC)=O)nc2c1cc(S(=O)(=O)C)cc2. The result is 0 (inactive). (2) The drug is s1c(C\2N(CCCn3ccnc3)C(=O)C(=O)C2=C(\O)c2ccc(OCCC)cc2)ccc1. The result is 0 (inactive). (3) The molecule is S(=O)(=O)(N1C(CCC1)C(=O)NC=1SCCN1)c1ccc(cc1)C. The result is 0 (inactive). (4) The compound is s1c(C(=O)N(CC)CC)c(c(c1NC(=O)c1occc1)C#N)C. The result is 0 (inactive). (5) The compound is S(=O)(=O)(CC(=O)N1CC(CC(C1)C)C)Cc1nc(oc1C)c1ccc(cc1)C. The result is 0 (inactive).